Dataset: Forward reaction prediction with 1.9M reactions from USPTO patents (1976-2016). Task: Predict the product of the given reaction. (1) Given the reactants P(Br)(Br)([Br:3])=O.[NH2:6][C:7]1[C:11]2[C:12](O)=[N:13][CH:14]=[CH:15][C:10]=2[NH:9][N:8]=1.C(=O)(O)[O-].[Na+], predict the reaction product. The product is: [Br:3][C:12]1[C:11]2[C:7]([NH2:6])=[N:8][NH:9][C:10]=2[CH:15]=[CH:14][N:13]=1. (2) Given the reactants C([Cl:4])(=O)C.[CH3:5][N:6]1[C:10]2[NH:11][CH2:12][CH2:13][S:14][CH:15]([CH:16]3[CH2:21][CH2:20][N:19](C(OC(C)(C)C)=O)[CH2:18][CH2:17]3)[C:9]=2[C:8]([C:29]2[CH:34]=[CH:33][CH:32]=[CH:31][N:30]=2)=[N:7]1, predict the reaction product. The product is: [ClH:4].[ClH:4].[CH3:5][N:6]1[C:10]2[NH:11][CH2:12][CH2:13][S:14][CH:15]([CH:16]3[CH2:21][CH2:20][NH:19][CH2:18][CH2:17]3)[C:9]=2[C:8]([C:29]2[CH:34]=[CH:33][CH:32]=[CH:31][N:30]=2)=[N:7]1. (3) Given the reactants [NH2:1][C:2]1[N:9]=[CH:8][CH:7]=[CH:6][C:3]=1[C:4]#[N:5].Br[CH2:11][C:12](=O)[CH2:13][CH3:14].C(=O)(O)[O-].[Na+], predict the reaction product. The product is: [CH2:13]([C:12]1[N:1]=[C:2]2[C:3]([C:4]#[N:5])=[CH:6][CH:7]=[CH:8][N:9]2[CH:11]=1)[CH3:14]. (4) Given the reactants [C:1]([C:5]1[CH:11]=[CH:10][C:8](N)=[CH:7][CH:6]=1)([CH3:4])([CH3:3])[CH3:2].[CH3:12][C:13]([CH:15]=[CH2:16])=O.ClC(Cl)=O.[CH3:21][O:22][C:23]1[CH:24]=[C:25]([NH:35][C:36]([NH2:38])=[S:37])[CH:26]=[CH:27][C:28]=1[N:29]1[CH:33]=[C:32]([CH3:34])[N:31]=[CH:30]1, predict the reaction product. The product is: [C:1]([C:5]1[CH:11]=[CH:10][C:8]([CH2:12][C:13]2[S:37][C:36]([NH:35][C:25]3[CH:26]=[CH:27][C:28]([N:29]4[CH:33]=[C:32]([CH3:34])[N:31]=[CH:30]4)=[C:23]([O:22][CH3:21])[CH:24]=3)=[N:38][C:15]=2[CH3:16])=[CH:7][CH:6]=1)([CH3:4])([CH3:3])[CH3:2]. (5) Given the reactants [CH2:1]([N:5]1[C:14]2[C:9](=[N:10][CH:11]=[C:12]([CH2:15][C:16]3[CH:21]=[CH:20][C:19]([F:22])=[CH:18][CH:17]=3)[CH:13]=2)[C:8]([OH:23])=[C:7]([C:24](OCC)=[O:25])[C:6]1=[O:29])[CH2:2][CH2:3][CH3:4].[NH2:30][CH2:31][CH2:32][NH:33][C:34](=[O:36])[CH3:35], predict the reaction product. The product is: [C:34]([NH:33][CH2:32][CH2:31][NH:30][C:24]([C:7]1[C:6](=[O:29])[N:5]([CH2:1][CH2:2][CH2:3][CH3:4])[C:14]2[C:9]([C:8]=1[OH:23])=[N:10][CH:11]=[C:12]([CH2:15][C:16]1[CH:17]=[CH:18][C:19]([F:22])=[CH:20][CH:21]=1)[CH:13]=2)=[O:25])(=[O:36])[CH3:35].